This data is from Forward reaction prediction with 1.9M reactions from USPTO patents (1976-2016). The task is: Predict the product of the given reaction. Given the reactants [CH2:1]([O:8][C:9](=[O:16])[NH:10][C@H:11]([CH3:15])[C:12]([NH2:14])=O)[C:2]1[CH:7]=[CH:6][CH:5]=[CH:4][CH:3]=1.ClC1N=C(Cl)N=C(Cl)N=1.O, predict the reaction product. The product is: [CH2:1]([O:8][C:9](=[O:16])[NH:10][C@@H:11]([C:12]#[N:14])[CH3:15])[C:2]1[CH:7]=[CH:6][CH:5]=[CH:4][CH:3]=1.